From a dataset of Full USPTO retrosynthesis dataset with 1.9M reactions from patents (1976-2016). Predict the reactants needed to synthesize the given product. (1) Given the product [C:35]([O:34][C:21](=[O:22])[NH:13][CH2:12][C:11]#[C:10][CH2:9][N:6]1[CH:7]=[CH:8][C:4]([N+:1]([O-:3])=[O:2])=[N:5]1)([CH3:38])([CH3:37])[CH3:36], predict the reactants needed to synthesize it. The reactants are: [N+:1]([C:4]1[CH:8]=[CH:7][N:6]([CH2:9][C:10]#[C:11][CH2:12][N:13]2[C:21](=[O:22])C3C(=CC=CC=3)C2=O)[N:5]=1)([O-:3])=[O:2].O.NN.C(=O)(O)[O-].[Na+].C(OC([O:34][C:35]([CH3:38])([CH3:37])[CH3:36])=O)([O:34][C:35]([CH3:38])([CH3:37])[CH3:36])=O. (2) The reactants are: [Cl:1][C:2]1[CH:3]=[C:4]([CH:13]=[CH:14][C:15]=1[Cl:16])[CH2:5][N:6]1[CH2:11][CH2:10][CH:9]([NH2:12])[CH2:8][CH2:7]1.C(N(CC)CC)C.C([CH:26]([C:30](Cl)=[O:31])[C:27](Cl)=[O:28])C.O.[NH2:34][NH2:35]. Given the product [Cl:1][C:2]1[CH:3]=[C:4]([CH:13]=[CH:14][C:15]=1[Cl:16])[CH2:5][N:6]1[CH2:7][CH2:8][CH:9]([NH:12][C:27](=[O:28])[CH2:26][C:30]([NH:34][NH2:35])=[O:31])[CH2:10][CH2:11]1, predict the reactants needed to synthesize it. (3) Given the product [ClH:16].[ClH:32].[NH2:7][C@H:8]([C:10]1[C:11]([O:29][CH3:30])=[C:12]([C:18]2[CH:23]=[CH:22][C:21]([C:24]([N:26]([CH3:27])[CH3:28])=[O:25])=[N:20][CH:19]=2)[C:13]([CH3:17])=[C:14]([Cl:16])[CH:15]=1)[CH3:9], predict the reactants needed to synthesize it. The reactants are: C(OC(=O)[NH:7][C@H:8]([C:10]1[CH:15]=[C:14]([Cl:16])[C:13]([CH3:17])=[C:12]([C:18]2[CH:19]=[N:20][C:21]([C:24]([N:26]([CH3:28])[CH3:27])=[O:25])=[CH:22][CH:23]=2)[C:11]=1[O:29][CH3:30])[CH3:9])(C)(C)C.[ClH:32].